Task: Regression/Classification. Given a drug SMILES string, predict its absorption, distribution, metabolism, or excretion properties. Task type varies by dataset: regression for continuous measurements (e.g., permeability, clearance, half-life) or binary classification for categorical outcomes (e.g., BBB penetration, CYP inhibition). Dataset: pampa_ncats.. Dataset: PAMPA (Parallel Artificial Membrane Permeability Assay) permeability data from NCATS The compound is CC1=CN=C(N=C1NCC2CCN(CC2)C3=CN=CC=C3)C4=CC=CC=C4C(C)C. The result is 1 (high permeability).